The task is: Predict the product of the given reaction.. This data is from Forward reaction prediction with 1.9M reactions from USPTO patents (1976-2016). (1) Given the reactants CC1C2NC(CCl)=NC=2C=CC=1C.C(OC(N(CC1C=CC=CN=1)CC1C=CC(CNC2C3N=CC=CC=3CCC2)=CC=1)=O)(C)(C)C.C(N(C(C)C)CC)(C)C.C(OC([N:64]([CH2:96][C:97]1[CH:102]=[CH:101][CH:100]=[CH:99][N:98]=1)[CH2:65][C:66]1[CH:71]=[CH:70][C:69]([CH2:72][N:73]([CH2:84][C:85]2[NH:89][C:88]3[CH:90]=[CH:91][C:92]([CH3:95])=[C:93]([CH3:94])[C:87]=3[N:86]=2)[CH:74]2[C:83]3[N:82]=[CH:81][CH:80]=[CH:79][C:78]=3[CH2:77][CH2:76][CH2:75]2)=[CH:68][CH:67]=1)=O)(C)(C)C, predict the reaction product. The product is: [N:98]1[CH:99]=[CH:100][CH:101]=[CH:102][C:97]=1[CH2:96][NH:64][CH2:65][C:66]1[CH:71]=[CH:70][C:69]([CH2:72][N:73]([CH2:84][C:85]2[NH:89][C:88]3[CH:90]=[CH:91][C:92]([CH3:95])=[C:93]([CH3:94])[C:87]=3[N:86]=2)[CH:74]2[C:83]3[N:82]=[CH:81][CH:80]=[CH:79][C:78]=3[CH2:77][CH2:76][CH2:75]2)=[CH:68][CH:67]=1. (2) Given the reactants [CH2:1]([O:3][C:4](=[O:41])[CH2:5][CH:6]1[CH2:11][CH2:10][CH2:9][CH2:8][N:7]1[C:12]1[CH:17]=[C:16]([N:18](C(OC(C)(C)C)=O)[CH2:19][CH2:20][C:21]2[CH:26]=[CH:25][C:24]([O:27][C:28]([F:31])([F:30])[F:29])=[CH:23][CH:22]=2)[N:15]=[C:14]([O:39][CH3:40])[N:13]=1)[CH3:2].[ClH:42], predict the reaction product. The product is: [ClH:42].[CH2:1]([O:3][C:4](=[O:41])[CH2:5][CH:6]1[CH2:11][CH2:10][CH2:9][CH2:8][N:7]1[C:12]1[CH:17]=[C:16]([NH:18][CH2:19][CH2:20][C:21]2[CH:22]=[CH:23][C:24]([O:27][C:28]([F:30])([F:31])[F:29])=[CH:25][CH:26]=2)[N:15]=[C:14]([O:39][CH3:40])[N:13]=1)[CH3:2]. (3) Given the reactants [CH2:1]([N:8]([CH2:28][C:29]1[CH:34]=[CH:33][CH:32]=[CH:31][CH:30]=1)[C@H:9]1[CH2:18][C:17]2[C:12](=[CH:13][CH:14]=[CH:15][C:16]=2B2OC(C)(C)C(C)(C)O2)[O:11][CH2:10]1)[C:2]1[CH:7]=[CH:6][CH:5]=[CH:4][CH:3]=1.Br[C:36]1[CH:37]=[N:38][C:39]([O:46][CH3:47])=[C:40]([CH:45]=1)[C:41]([NH:43][CH3:44])=[O:42], predict the reaction product. The product is: [CH2:28]([N:8]([CH2:1][C:2]1[CH:7]=[CH:6][CH:5]=[CH:4][CH:3]=1)[C@H:9]1[CH2:18][C:17]2[C:12](=[CH:13][CH:14]=[CH:15][C:16]=2[C:36]2[CH:37]=[N:38][C:39]([O:46][CH3:47])=[C:40]([CH:45]=2)[C:41]([NH:43][CH3:44])=[O:42])[O:11][CH2:10]1)[C:29]1[CH:30]=[CH:31][CH:32]=[CH:33][CH:34]=1.